From a dataset of Forward reaction prediction with 1.9M reactions from USPTO patents (1976-2016). Predict the product of the given reaction. (1) Given the reactants C(OC(=O)NCC#C)(C)(C)C.C(O[C:17](=O)[N:18]([CH2:20][C:21]1[CH:26]=[C:25]([C:27]2[CH:32]=[CH:31][C:30]([F:33])=[CH:29][CH:28]=2)[N:24]=[C:23]([CH:34]([CH3:36])[CH3:35])[N:22]=1)C)(C)(C)C, predict the reaction product. The product is: [F:33][C:30]1[CH:29]=[CH:28][C:27]([C:25]2[N:24]=[C:23]([CH:34]([CH3:36])[CH3:35])[N:22]=[C:21]([CH2:20][NH:18][CH3:17])[CH:26]=2)=[CH:32][CH:31]=1. (2) Given the reactants [Cl:1][C:2]1[C:3]([O:12][C:13]2[CH:18]=[C:17]([O:19][CH:20]([CH2:25][O:26][CH2:27][CH3:28])[CH2:21][O:22][CH2:23][CH3:24])[CH:16]=[CH:15][C:14]=2/[CH:29]=[CH:30]/[CH2:31][OH:32])=[N:4][CH:5]=[C:6]([C:8]([F:11])([F:10])[F:9])[CH:7]=1, predict the reaction product. The product is: [Cl:1][C:2]1[C:3]([O:12][C:13]2[CH:18]=[C:17]([O:19][CH:20]([CH2:25][O:26][CH2:27][CH3:28])[CH2:21][O:22][CH2:23][CH3:24])[CH:16]=[CH:15][C:14]=2[CH2:29][CH2:30][CH2:31][OH:32])=[N:4][CH:5]=[C:6]([C:8]([F:9])([F:11])[F:10])[CH:7]=1. (3) Given the reactants C[O:2][C:3](=[O:17])[C:4]1[CH:9]=[CH:8][C:7]([C:10]2[O:11][C:12]([CH3:16])=[C:13]([CH3:15])[N:14]=2)=[CH:6][CH:5]=1.[OH-].[Na+], predict the reaction product. The product is: [CH3:15][C:13]1[N:14]=[C:10]([C:7]2[CH:8]=[CH:9][C:4]([C:3]([OH:17])=[O:2])=[CH:5][CH:6]=2)[O:11][C:12]=1[CH3:16]. (4) Given the reactants [H-].[Na+].F[C:4]1[CH:9]=[C:8]([F:10])[CH:7]=[CH:6][C:5]=1[S:11][CH2:12][CH2:13][CH2:14][OH:15], predict the reaction product. The product is: [F:10][C:8]1[CH:7]=[CH:6][C:5]2[S:11][CH2:12][CH2:13][CH2:14][O:15][C:4]=2[CH:9]=1. (5) Given the reactants [O:1]1[C:5]2[CH:6]=[CH:7][C:8]([CH2:10][N:11]3[C:20]([C:21]([OH:23])=[O:22])=[C:19]([C:24]4[CH:29]=[CH:28][CH:27]=[CH:26][CH:25]=4)[C:18]4[C:13](=[CH:14][CH:15]=[C:16]([Br:30])[CH:17]=4)[C:12]3=[O:31])=[CH:9][C:4]=2[O:3][CH2:2]1.[N:32]1[CH:37]=[CH:36][C:35]([CH2:38]O)=[CH:34][CH:33]=1, predict the reaction product. The product is: [N:32]1[CH:37]=[CH:36][C:35]([CH2:38][O:22][C:21]([C:20]2[N:11]([CH2:10][C:8]3[CH:7]=[CH:6][C:5]4[O:1][CH2:2][O:3][C:4]=4[CH:9]=3)[C:12](=[O:31])[C:13]3[C:18]([C:19]=2[C:24]2[CH:29]=[CH:28][CH:27]=[CH:26][CH:25]=2)=[CH:17][C:16]([Br:30])=[CH:15][CH:14]=3)=[O:23])=[CH:34][CH:33]=1. (6) Given the reactants [CH3:1][C:2]1[CH:7]=[C:6]([S:8][CH2:9][CH2:10][CH:11]([C:16]2[S:17][C:18]3[CH:24]=[CH:23][C:22]([C:25]([F:28])([F:27])[F:26])=[CH:21][C:19]=3[CH:20]=2)[CH2:12][CH2:13][CH2:14][CH3:15])[CH:5]=[CH:4][C:3]=1[O:29][CH2:30][C:31]([O:33]CC)=[O:32].[OH-].[Na+], predict the reaction product. The product is: [CH3:1][C:2]1[CH:7]=[C:6]([S:8][CH2:9][CH2:10][CH:11]([C:16]2[S:17][C:18]3[CH:24]=[CH:23][C:22]([C:25]([F:27])([F:28])[F:26])=[CH:21][C:19]=3[CH:20]=2)[CH2:12][CH2:13][CH2:14][CH3:15])[CH:5]=[CH:4][C:3]=1[O:29][CH2:30][C:31]([OH:33])=[O:32].